From a dataset of Full USPTO retrosynthesis dataset with 1.9M reactions from patents (1976-2016). Predict the reactants needed to synthesize the given product. (1) The reactants are: [F:1][C:2]1[CH:9]=[CH:8][CH:7]=[CH:6][C:3]=1[CH2:4][NH2:5].[CH2:10]([O:12][CH:13]([O:17][CH2:18][CH3:19])[C:14]([O-])=[O:15])[CH3:11].[Na+].O.ON1C2C=CC=CC=2N=N1.C(N(C(C)C)CC)(C)C.Cl.C(N=C=NCCCN(C)C)C. Given the product [CH2:10]([O:12][CH:13]([O:17][CH2:18][CH3:19])[C:14]([NH:5][CH2:4][C:3]1[CH:6]=[CH:7][CH:8]=[CH:9][C:2]=1[F:1])=[O:15])[CH3:11], predict the reactants needed to synthesize it. (2) Given the product [ClH:62].[NH2:7][C:8]([CH3:10])([CH3:9])[C:11]([NH:12][C@H:13]([CH2:34][O:35][CH2:36][C:37]1[CH:38]=[CH:39][CH:40]=[CH:41][CH:42]=1)[C:14]([N:16]1[CH2:21][CH2:20][CH:19]2[O:22][C:23](=[O:26])[N:24]([CH3:25])[C:18]2([CH2:27][C:28]2[CH:33]=[CH:32][CH:31]=[CH:30][N:29]=2)[CH2:17]1)=[O:15])=[O:43], predict the reactants needed to synthesize it. The reactants are: C(OC(=O)[NH:7][C:8]([C:11](=[O:43])[NH:12][C@H:13]([CH2:34][O:35][CH2:36][C:37]1[CH:42]=[CH:41][CH:40]=[CH:39][CH:38]=1)[C:14]([N:16]1[CH2:21][CH2:20][CH:19]2[O:22][C:23](=[O:26])[N:24]([CH3:25])[C:18]2([CH2:27][C:28]2[CH:33]=[CH:32][CH:31]=[CH:30][N:29]=2)[CH2:17]1)=[O:15])([CH3:10])[CH3:9])(C)(C)C.C(N(CC)CC)C.ON1C2N=CC=CC=2N=N1.[Cl:62]CCl. (3) Given the product [C:24]([O:23][C:21]([NH:20][CH:17]1[CH2:18][CH2:19][N:15]([C:12]2[CH:11]=[CH:10][C:9]([NH:8][C:5]3[N:6]=[CH:7][C:2]4[N:1]=[CH:34][C:35](=[O:36])[N:28]([CH:29]5[CH2:30][CH2:31][CH2:32][CH2:33]5)[C:3]=4[N:4]=3)=[CH:14][CH:13]=2)[CH2:16]1)=[O:22])([CH3:27])([CH3:26])[CH3:25], predict the reactants needed to synthesize it. The reactants are: [NH2:1][C:2]1[C:3]([NH:28][CH:29]2[CH2:33][CH2:32][CH2:31][CH2:30]2)=[N:4][C:5]([NH:8][C:9]2[CH:14]=[CH:13][C:12]([N:15]3[CH2:19][CH2:18][CH:17]([NH:20][C:21]([O:23][C:24]([CH3:27])([CH3:26])[CH3:25])=[O:22])[CH2:16]3)=[CH:11][CH:10]=2)=[N:6][CH:7]=1.[C:34](OCCCC)(=O)[CH:35]=[O:36].CC(O)=O. (4) Given the product [CH:1]([C:4]1[CH:5]=[C:6]2[C:14](=[CH:15][CH:16]=1)[N:13]([CH:17]([C:21]1[CH:22]=[CH:23][C:24]([C:27]([F:28])([F:29])[F:30])=[CH:25][CH:26]=1)[CH2:18][O:19][CH3:20])[C:12]1[CH:11]([CH2:31][C:32]([OH:34])=[O:33])[CH2:10][CH2:9][CH2:8][C:7]2=1)([CH3:3])[CH3:2], predict the reactants needed to synthesize it. The reactants are: [CH:1]([C:4]1[CH:5]=[C:6]2[C:14](=[CH:15][CH:16]=1)[N:13]([CH:17]([C:21]1[CH:26]=[CH:25][C:24]([C:27]([F:30])([F:29])[F:28])=[CH:23][CH:22]=1)[CH2:18][O:19][CH3:20])[C:12]1[CH:11]([CH2:31][C:32]([O:34]CC)=[O:33])[CH2:10][CH2:9][CH2:8][C:7]2=1)([CH3:3])[CH3:2].[Li+].[OH-]. (5) Given the product [C:30]([N:8]1[C:9]2[C:14](=[CH:13][CH:12]=[CH:11][CH:10]=2)[C:6]([CH2:1][CH2:2][CH2:3][CH2:4][CH3:5])=[C:7]1[C:15]1[CH:16]=[C:17]2[C:22](=[CH:23][CH:24]=1)[CH:21]=[C:20]([O:25][CH2:26][C:27]#[N:28])[CH:19]=[CH:18]2)(=[O:31])[CH3:29], predict the reactants needed to synthesize it. The reactants are: [CH2:1]([C:6]1[C:14]2[C:9](=[CH:10][CH:11]=[CH:12][CH:13]=2)[NH:8][C:7]=1[C:15]1[CH:16]=[C:17]2[C:22](=[CH:23][CH:24]=1)[CH:21]=[C:20]([O:25][CH2:26][C:27]#[N:28])[CH:19]=[CH:18]2)[CH2:2][CH2:3][CH2:4][CH3:5].[CH3:29][C:30](OC(C)=O)=[O:31].CC1(C)C2(CS(O)(=O)=O)C(CC1CC2)=O. (6) Given the product [ClH:1].[CH2:2]([O:4][CH2:5][C@@H:6]1[CH2:11][CH2:10][CH2:9][NH:8][CH2:7]1)[CH3:3], predict the reactants needed to synthesize it. The reactants are: [ClH:1].[CH2:2]([O:4][CH2:5][C@@H:6]1[CH2:11][CH2:10][CH2:9][N:8](C(OC(C)(C)C)=O)[CH2:7]1)[CH3:3].